From a dataset of Reaction yield outcomes from USPTO patents with 853,638 reactions. Predict the reaction yield, written as a fraction of the theoretical maximum amount of product (1.0 means a 100% yield; for example, 0.34 means a 34% yield). (1) The reactants are Cl.Cl.[NH2:3][CH:4]1[C:22](=[O:23])[N:21]2[CH:17]([CH2:18][CH:19]([O:24][C:25]3[C:34]4[C:29](=[CH:30][CH:31]=[CH:32][CH:33]=4)[CH:28]=[CH:27][N:26]=3)[CH2:20]2)[C:16](=[O:35])[NH:15][C:14]2([C:36]([NH:38][S:39]([CH:42]3[CH2:44][CH2:43]3)(=[O:41])=[O:40])=[O:37])[CH:12]([CH2:13]2)[CH:11]=[CH:10][CH2:9][CH2:8][CH2:7][CH2:6][CH2:5]1.CCN(C(C)C)C(C)C.Cl[C:55]([O:57][CH:58]1[CH2:62][CH2:61][O:60][CH2:59]1)=[O:56]. The catalyst is C(Cl)Cl. The product is [O:60]1[CH2:61][CH2:62][CH:58]([O:57][C:55](=[O:56])[NH:3][CH:4]2[C:22](=[O:23])[N:21]3[CH:17]([CH2:18][CH:19]([O:24][C:25]4[C:34]5[C:29](=[CH:30][CH:31]=[CH:32][CH:33]=5)[CH:28]=[CH:27][N:26]=4)[CH2:20]3)[C:16](=[O:35])[NH:15][C:14]3([C:36]([NH:38][S:39]([CH:42]4[CH2:43][CH2:44]4)(=[O:40])=[O:41])=[O:37])[CH:12]([CH2:13]3)[CH:11]=[CH:10][CH2:9][CH2:8][CH2:7][CH2:6][CH2:5]2)[CH2:59]1. The yield is 0.520. (2) The reactants are [C:1]([C:3]([C:27]1[CH:31]=[C:30](Br)[S:29][C:28]=1[Br:33])([CH:24]([CH3:26])[CH3:25])[CH2:4][CH2:5][CH2:6][N:7]1[CH2:12][CH2:11][N:10]([CH2:13][CH2:14][O:15][C:16]2[CH:21]=[CH:20][CH:19]=[C:18]([C:22]#[N:23])[CH:17]=2)[CH2:9][CH2:8]1)#[N:2].[CH3:34][N:35](C)C=O.O.N. The catalyst is [C-]#N.[Zn+2].[C-]#N.C1(P(C2C=CC=CC=2)[C-]2C=CC=C2)C=CC=CC=1.[C-]1(P(C2C=CC=CC=2)C2C=CC=CC=2)C=CC=C1.[Fe+2].C(OCC)C. The product is [C:1]([C:3]([C:27]1[CH:31]=[C:30]([C:34]#[N:35])[S:29][C:28]=1[Br:33])([CH:24]([CH3:26])[CH3:25])[CH2:4][CH2:5][CH2:6][N:7]1[CH2:8][CH2:9][N:10]([CH2:13][CH2:14][O:15][C:16]2[CH:21]=[CH:20][CH:19]=[C:18]([C:22]#[N:23])[CH:17]=2)[CH2:11][CH2:12]1)#[N:2]. The yield is 0.0670. (3) The reactants are Cl[C:2]1[C:11]2[C:6](=[CH:7][C:8]([O:14][CH2:15][CH2:16][CH2:17][N:18]3[CH2:23][CH2:22][CH2:21][CH2:20][CH2:19]3)=[C:9]([O:12][CH3:13])[CH:10]=2)[N:5]=[CH:4][N:3]=1.C(=O)([O-])[O-].[K+].[K+].[OH:30][C:31]1[CH:32]=[C:33]2[C:37](=[CH:38][CH:39]=1)[N:36]([CH3:40])[CH:35]=[CH:34]2. The catalyst is CC(N(C)C)=O. The product is [CH3:13][O:12][C:9]1[CH:10]=[C:11]2[C:6](=[CH:7][C:8]=1[O:14][CH2:15][CH2:16][CH2:17][N:18]1[CH2:23][CH2:22][CH2:21][CH2:20][CH2:19]1)[N:5]=[CH:4][N:3]=[C:2]2[O:30][C:31]1[CH:32]=[C:33]2[C:37](=[CH:38][CH:39]=1)[N:36]([CH3:40])[CH:35]=[CH:34]2. The yield is 0.490. (4) The reactants are [CH3:1][O:2][C:3]1[CH:8]=[CH:7][C:6]([CH:9](C(OCC)=O)[C:10]([O:12]CC)=[O:11])=[C:5]([N+:20]([O-:22])=[O:21])[CH:4]=1.[OH-].[Na+]. The catalyst is CCO. The product is [CH3:1][O:2][C:3]1[CH:8]=[CH:7][C:6]([CH2:9][C:10]([OH:12])=[O:11])=[C:5]([N+:20]([O-:22])=[O:21])[CH:4]=1. The yield is 1.00. (5) The reactants are [CH2:1]([OH:5])[CH2:2][C:3]#[CH:4].[CH:6]([O:8][CH2:9][CH3:10])=[CH2:7].C1(C)C=CC(S([O-])(=O)=O)=CC=1.[NH+]1C=CC=CC=1. The catalyst is C(Cl)Cl.C1(C)C=CC(S([O-])(=O)=O)=CC=1.[NH+]1C=CC=CC=1. The product is [CH2:6]([O:8][CH:9]([O:5][CH2:1][CH2:2][C:3]#[CH:4])[CH3:10])[CH3:7]. The yield is 0.855. (6) The reactants are [F:1][C:2]1[CH:7]=[CH:6][C:5]([CH2:8]C(Cl)=O)=[CH:4][CH:3]=1.[CH3:12][C:13]1[O:17][C:16]([CH2:18][CH2:19][NH2:20])=[CH:15][CH:14]=1.CCN(CC)CC.C1C[O:31]CC1. No catalyst specified. The product is [F:1][C:2]1[CH:3]=[CH:4][C:5]([C:8]([NH:20][CH2:19][CH2:18][C:16]2[O:17][C:13]([CH3:12])=[CH:14][CH:15]=2)=[O:31])=[CH:6][CH:7]=1. The yield is 0.950. (7) The reactants are [N+:1]([C:4]1[CH:9]=[CH:8][C:7]([N:10]=[C:11]=[O:12])=[CH:6][CH:5]=1)([O-:3])=[O:2].[NH:13]1[CH2:18][CH:17]=[CH:16][CH2:15][CH2:14]1. The catalyst is CN(C=O)C. The product is [N+:1]([C:4]1[CH:5]=[CH:6][C:7]([NH:10][C:11]([N:13]2[CH2:18][CH2:17][CH:16]=[CH:15][CH2:14]2)=[O:12])=[CH:8][CH:9]=1)([O-:3])=[O:2]. The yield is 0.700.